From a dataset of Reaction yield outcomes from USPTO patents with 853,638 reactions. Predict the reaction yield, written as a fraction of the theoretical maximum amount of product (1.0 means a 100% yield; for example, 0.34 means a 34% yield). (1) The reactants are [C:1]([C:4]1[S:5][C:6](Cl)=[CH:7][CH:8]=1)(=O)C.[Cl:10][C:11]1[S:15][C:14]([C:16]([CH2:18][C:19]#[N:20])=[O:17])=[CH:13][CH:12]=1.[CH2:21]([N:28]1CCC(=O)CC1)[C:22]1[CH:27]=[CH:26][CH:25]=[CH:24][CH:23]=1.N1CCOCC1.[S]. No catalyst specified. The product is [NH2:20][C:19]1[S:5][C:4]2[CH2:1][N:28]([CH2:21][C:22]3[CH:27]=[CH:26][CH:25]=[CH:24][CH:23]=3)[CH2:6][CH2:7][C:8]=2[C:18]=1[C:16]([C:14]1[S:15][C:11]([Cl:10])=[CH:12][CH:13]=1)=[O:17]. The yield is 0.630. (2) The reactants are [Cl:1][C:2]1[CH:3]=[C:4]([OH:11])[CH:5]=[C:6]([F:10])[C:7]=1[CH2:8][OH:9].[CH2:12](Br)[CH3:13]. No catalyst specified. The product is [Cl:1][C:2]1[CH:3]=[C:4]([O:11][CH2:12][CH3:13])[CH:5]=[C:6]([F:10])[C:7]=1[CH2:8][OH:9]. The yield is 0.600. (3) The reactants are CS(O[CH:6]1[CH2:9][N:8]([CH:10]([C:17]2[CH:22]=[CH:21][CH:20]=[CH:19][CH:18]=2)[C:11]2[CH:16]=[CH:15][CH:14]=[CH:13][CH:12]=2)[CH2:7]1)(=O)=O.[CH3:23][C@H:24]1[O:29][C@@H:28]([CH3:30])[CH2:27][NH:26][CH2:25]1.CC(O)C.O1CCOCC1. The catalyst is C(OCC)(=O)C.[Cl-].[Na+].O. The product is [CH:10]([N:8]1[CH2:9][CH:6]([N:26]2[CH2:25][C@H:24]([CH3:23])[O:29][C@H:28]([CH3:30])[CH2:27]2)[CH2:7]1)([C:17]1[CH:22]=[CH:21][CH:20]=[CH:19][CH:18]=1)[C:11]1[CH:16]=[CH:15][CH:14]=[CH:13][CH:12]=1. The yield is 0.650. (4) The reactants are [Cl:1][C:2]1[CH:3]=[C:4]([C:21]2[C:22]([C:27](O)=[O:28])=[CH:23][CH:24]=[CH:25][CH:26]=2)[CH:5]=[CH:6][C:7]=1[CH2:8][CH:9]1[CH2:13][CH2:12][N:11]([CH:14]2[CH2:19][CH2:18][CH2:17][CH2:16][CH2:15]2)[C:10]1=[O:20].CCN=C=NCCCN(C)C.C1C=CC2N(O)N=NC=2C=1.C(N(CC)CC)C.[CH3:58][N:59]1[CH2:64][CH2:63][NH:62][CH2:61][CH2:60]1. The catalyst is CN(C=O)C.O. The product is [ClH:1].[Cl:1][C:2]1[CH:3]=[C:4]([C:21]2[CH:26]=[CH:25][CH:24]=[CH:23][C:22]=2[C:27]([N:62]2[CH2:63][CH2:64][N:59]([CH3:58])[CH2:60][CH2:61]2)=[O:28])[CH:5]=[CH:6][C:7]=1[CH2:8][CH:9]1[CH2:13][CH2:12][N:11]([CH:14]2[CH2:15][CH2:16][CH2:17][CH2:18][CH2:19]2)[C:10]1=[O:20]. The yield is 0.630. (5) The product is [F:11][C:12]([F:23])([F:22])[C:13]1[CH:18]=[C:17]([C:2]2[CH:10]=[CH:9][CH:8]=[C:7]3[C:3]=2[CH:4]=[CH:5][NH:6]3)[CH:16]=[CH:15][CH:14]=1. The yield is 0.890. The catalyst is C1COCC1.[Pd].C(OCC)(=O)C. The reactants are Br[C:2]1[CH:10]=[CH:9][CH:8]=[C:7]2[C:3]=1[CH:4]=[CH:5][NH:6]2.[F:11][C:12]([F:23])([F:22])[C:13]1[CH:14]=[C:15](B(O)O)[CH:16]=[CH:17][CH:18]=1.[OH-].[Na+].